Dataset: Forward reaction prediction with 1.9M reactions from USPTO patents (1976-2016). Task: Predict the product of the given reaction. (1) Given the reactants [Br:1][C:2]1[C:3]([NH2:9])=[N:4][CH:5]=[C:6]([Cl:8])[CH:7]=1.[Cl:10][C:11]1[CH:12]=[C:13]([CH:16]=[CH:17][CH:18]=1)[CH:14]=O.O.C1(C)C=CC(S(O)(=O)=O)=CC=1.[N+:31]([C:33]([CH3:36])([CH3:35])[CH3:34])#[C-:32], predict the reaction product. The product is: [Br:1][C:2]1[C:3]2[N:4]([C:32]([NH:31][C:33]([CH3:36])([CH3:35])[CH3:34])=[C:14]([C:13]3[CH:16]=[CH:17][CH:18]=[C:11]([Cl:10])[CH:12]=3)[N:9]=2)[CH:5]=[C:6]([Cl:8])[CH:7]=1. (2) Given the reactants NN.[F:3][C:4]1[C:9]([F:10])=[CH:8][CH:7]=[CH:6][C:5]=1[C@@H:11]1[CH2:21][CH2:20][C@@H:19]([N:22]2C(=O)C3C(=CC=CC=3)C2=O)[C:14]2=[N:15][CH:16]=[CH:17][CH:18]=[C:13]2[C@H:12]1[NH:33][C:34](=[O:40])[O:35][C:36]([CH3:39])([CH3:38])[CH3:37], predict the reaction product. The product is: [NH2:22][C@H:19]1[C:14]2=[N:15][CH:16]=[CH:17][CH:18]=[C:13]2[C@@H:12]([NH:33][C:34](=[O:40])[O:35][C:36]([CH3:39])([CH3:38])[CH3:37])[C@H:11]([C:5]2[CH:6]=[CH:7][CH:8]=[C:9]([F:10])[C:4]=2[F:3])[CH2:21][CH2:20]1. (3) Given the reactants [C:1]1([S:7]([N:10]2[CH2:16][CH2:15][CH:14]([NH2:17])[CH2:13][C:12]3[CH:18]=[CH:19][CH:20]=[CH:21][C:11]2=3)(=[O:9])=[O:8])[CH:6]=[CH:5][CH:4]=[CH:3][CH:2]=1.Cl[C:23]1[N:28]=[C:27]([NH2:29])[N:26]=[C:25]2[NH:30][N:31]=[CH:32][C:24]=12.C(N(C(C)C)CC)(C)C.O, predict the reaction product. The product is: [C:1]1([S:7]([N:10]2[CH2:16][CH2:15][CH:14]([NH:17][C:23]3[N:28]=[C:27]([NH2:29])[N:26]=[C:25]4[NH:30][N:31]=[CH:32][C:24]=34)[CH2:13][C:12]3[CH:18]=[CH:19][CH:20]=[CH:21][C:11]2=3)(=[O:8])=[O:9])[CH:6]=[CH:5][CH:4]=[CH:3][CH:2]=1. (4) Given the reactants C[O:2][C:3](=[O:14])[C:4]1[CH:9]=[CH:8][C:7]([Cl:10])=[N:6][C:5]=1[CH:11]1[CH2:13][CH2:12]1.O1CCCC1.[OH-].[Li+], predict the reaction product. The product is: [Cl:10][C:7]1[CH:8]=[CH:9][C:4]([C:3]([OH:14])=[O:2])=[C:5]([CH:11]2[CH2:12][CH2:13]2)[N:6]=1.